This data is from Peptide-MHC class II binding affinity with 134,281 pairs from IEDB. The task is: Regression. Given a peptide amino acid sequence and an MHC pseudo amino acid sequence, predict their binding affinity value. This is MHC class II binding data. (1) The peptide sequence is TLSVTFIGAAPLILSY. The MHC is HLA-DQA10301-DQB10302 with pseudo-sequence HLA-DQA10301-DQB10302. The binding affinity (normalized) is 0.434. (2) The peptide sequence is KRVSNVIIHGLHLYG. The MHC is DRB5_0101 with pseudo-sequence DRB5_0101. The binding affinity (normalized) is 0.348. (3) The peptide sequence is SGARSNVTFTVNQTS. The MHC is DRB1_0301 with pseudo-sequence DRB1_0301. The binding affinity (normalized) is 0.272. (4) The peptide sequence is AGWLADRSVRYPI. The MHC is DRB1_0404 with pseudo-sequence DRB1_0404. The binding affinity (normalized) is 0. (5) The peptide sequence is ILPIAEMSVVAMEFG. The MHC is DRB1_0401 with pseudo-sequence DRB1_0401. The binding affinity (normalized) is 0.0420. (6) The MHC is HLA-DQA10601-DQB10402 with pseudo-sequence HLA-DQA10601-DQB10402. The peptide sequence is ESATILMTATPPGTS. The binding affinity (normalized) is 0.391. (7) The peptide sequence is PRSLFPEFSELFAAF. The MHC is DRB1_1101 with pseudo-sequence DRB1_1101. The binding affinity (normalized) is 0.127. (8) The peptide sequence is KSRFFIWSQEVPLLT. The MHC is DRB1_0802 with pseudo-sequence DRB1_0802. The binding affinity (normalized) is 0.272. (9) The peptide sequence is LTQPLQQVTSLFSQV. The MHC is HLA-DQA10501-DQB10301 with pseudo-sequence HLA-DQA10501-DQB10301. The binding affinity (normalized) is 0.389. (10) The peptide sequence is SGKAFGAMAKKGQED. The MHC is DRB1_0301 with pseudo-sequence DRB1_0301. The binding affinity (normalized) is 0.